This data is from Reaction yield outcomes from USPTO patents with 853,638 reactions. The task is: Predict the reaction yield, written as a fraction of the theoretical maximum amount of product (1.0 means a 100% yield; for example, 0.34 means a 34% yield). The reactants are [CH3:1][C:2]1([CH3:26])[C:11]2[C:6](=[C:7]([CH3:23])[CH:8]=[C:9]([C:13]([C:15]3[C:16]([CH3:22])=[N:17][N:18]([CH3:21])[C:19]=3[OH:20])=[O:14])[C:10]=2[CH3:12])[S:5](=[O:25])(=[O:24])[CH2:4][CH2:3]1.C(=O)([O-])[O-].[K+].[K+].[CH2:33]([S:36](Cl)(=[O:38])=[O:37])[CH2:34][CH3:35]. The catalyst is C(Cl)Cl.[Cl-].C([N+](CC)(CC)CC)C1C=CC=CC=1. The product is [CH3:1][C:2]1([CH3:26])[C:11]2[C:6](=[C:7]([CH3:23])[CH:8]=[C:9]([C:13]([C:15]3[C:16]([CH3:22])=[N:17][N:18]([CH3:21])[C:19]=3[O:20][S:36]([CH2:33][CH2:34][CH3:35])(=[O:38])=[O:37])=[O:14])[C:10]=2[CH3:12])[S:5](=[O:25])(=[O:24])[CH2:4][CH2:3]1. The yield is 0.740.